The task is: Predict which catalyst facilitates the given reaction.. This data is from Catalyst prediction with 721,799 reactions and 888 catalyst types from USPTO. (1) Reactant: [CH2:1]([O:3][C:4](=[O:19])[CH2:5][C:6]1[NH:11][C:10]2[CH:12]=[CH:13][C:14]([N+:16]([O-])=O)=[CH:15][C:9]=2[S:8][CH:7]=1)[CH3:2].[Sn](Cl)Cl.Cl. Product: [CH2:1]([O:3][C:4](=[O:19])[CH2:5][C:6]1[NH:11][C:10]2[CH:12]=[CH:13][C:14]([NH2:16])=[CH:15][C:9]=2[S:8][CH:7]=1)[CH3:2]. The catalyst class is: 8. (2) The catalyst class is: 7. Reactant: Br[C:2]1[CH:7]=[CH:6][C:5]([NH:8][C:9](=[O:15])[O:10][CH2:11][CH:12]([CH3:14])[CH3:13])=[CH:4][CH:3]=1.C([Li])CCC.[S:21]1[CH2:26][CH2:25][C:24](=[O:27])[CH2:23][CH2:22]1. Product: [CH3:13][CH:12]([CH3:14])[CH2:11][O:10][C:9](=[O:15])[NH:8][C:5]1[CH:6]=[CH:7][C:2]([C:24]2([OH:27])[CH2:25][CH2:26][S:21][CH2:22][CH2:23]2)=[CH:3][CH:4]=1. (3) Reactant: [CH3:1][O:2][C:3](=[O:27])[CH2:4][O:5][C:6]1[CH:15]=[CH:14][C:13]([F:16])=[C:12]2[C:7]=1[C:8]([CH3:26])=[C:9]([CH2:18][C:19]1[CH:24]=[CH:23][C:22]([F:25])=[CH:21][CH:20]=1)[C:10](=[O:17])[NH:11]2.CN(C)C=O.C(=O)([O-])[O-].[K+].[K+].Cl[C:40](OC(=O)C)([F:42])[F:41]. Product: [CH3:1][O:2][C:3](=[O:27])[CH2:4][O:5][C:6]1[CH:15]=[CH:14][C:13]([F:16])=[C:12]2[C:7]=1[C:8]([CH3:26])=[C:9]([CH2:18][C:19]1[CH:20]=[CH:21][C:22]([F:25])=[CH:23][CH:24]=1)[C:10]([O:17][CH:40]([F:42])[F:41])=[N:11]2. The catalyst class is: 6. (4) Reactant: [Cl:1][C:2]1[CH:7]=[CH:6][N:5]=[C:4]([C:8]([OH:10])=O)[CH:3]=1.O=S(Cl)Cl.C[CH2:16][N:17](CC)CC.CN. Product: [CH3:16][NH:17][C:8]([C:4]1[CH:3]=[C:2]([Cl:1])[CH:7]=[CH:6][N:5]=1)=[O:10]. The catalyst class is: 13. (5) Reactant: [CH3:1][O:2][C:3]1[N:8]=[C:7](OS(C(F)(F)F)(=O)=O)[CH:6]=[C:5]([NH:17][CH2:18][CH2:19][C:20]2[CH:25]=[CH:24][C:23]([O:26][C:27]([F:30])([F:29])[F:28])=[CH:22][CH:21]=2)[N:4]=1.[CH2:31]([O:33][C:34]([CH:36]1[O:41][CH2:40][CH2:39][NH:38][CH2:37]1)=[O:35])[CH3:32]. Product: [CH2:31]([O:33][C:34]([CH:36]1[O:41][CH2:40][CH2:39][N:38]([C:7]2[CH:6]=[C:5]([NH:17][CH2:18][CH2:19][C:20]3[CH:25]=[CH:24][C:23]([O:26][C:27]([F:30])([F:29])[F:28])=[CH:22][CH:21]=3)[N:4]=[C:3]([O:2][CH3:1])[N:8]=2)[CH2:37]1)=[O:35])[CH3:32]. The catalyst class is: 3.